This data is from Peptide-MHC class II binding affinity with 134,281 pairs from IEDB. The task is: Regression. Given a peptide amino acid sequence and an MHC pseudo amino acid sequence, predict their binding affinity value. This is MHC class II binding data. (1) The MHC is DRB1_0802 with pseudo-sequence DRB1_0802. The binding affinity (normalized) is 0.325. The peptide sequence is PSINDLDEVISNKFH. (2) The binding affinity (normalized) is 0.148. The peptide sequence is STWYGKPTGAGPKDN. The MHC is DRB1_0901 with pseudo-sequence DRB1_0901. (3) The peptide sequence is PADIATEEELDDMIY. The MHC is DRB1_0101 with pseudo-sequence DRB1_0101. The binding affinity (normalized) is 0.235. (4) The peptide sequence is SAVIGTLAAAMFGAV. The MHC is DRB1_0405 with pseudo-sequence DRB1_0405. The binding affinity (normalized) is 0.212.